From a dataset of Retrosynthesis with 50K atom-mapped reactions and 10 reaction types from USPTO. Predict the reactants needed to synthesize the given product. (1) Given the product CC(C)c1ccc2c(c1)OC1(O)c3ccc(N)c(N)c3C(=O)C21O, predict the reactants needed to synthesize it. The reactants are: CC(C)c1ccc2c(c1)OC1(O)c3ccc([N+](=O)[O-])c(N)c3C(=O)C21O. (2) Given the product CCOCCOc1ccc(OCC(F)(F)F)cc1C(=O)NCc1ccccn1, predict the reactants needed to synthesize it. The reactants are: CCOCCBr.O=C(NCc1ccccn1)c1cc(OCC(F)(F)F)ccc1O.